Predict which catalyst facilitates the given reaction. From a dataset of Catalyst prediction with 721,799 reactions and 888 catalyst types from USPTO. (1) Reactant: COCCOC.Br[C:8]1[C:9]([C:14]([O:16][CH2:17][CH3:18])=[O:15])=[N:10][CH:11]=[CH:12][CH:13]=1.[C:19]([O:23][C:24]([NH:26][CH2:27][C:28]1[CH:33]=[CH:32][CH:31]=[CH:30][C:29]=1B(O)O)=[O:25])([CH3:22])([CH3:21])[CH3:20].C(=O)([O-])[O-].[Na+].[Na+]. Product: [C:19]([O:23][C:24]([NH:26][CH2:27][C:28]1[CH:33]=[CH:32][CH:31]=[CH:30][C:29]=1[C:8]1[C:9]([C:14]([O:16][CH2:17][CH3:18])=[O:15])=[N:10][CH:11]=[CH:12][CH:13]=1)=[O:25])([CH3:22])([CH3:20])[CH3:21]. The catalyst class is: 668. (2) Reactant: C([O:3][C:4]([C:6]1[CH:7]=[C:8]2[C:13](=[CH:14][CH:15]=1)[N:12]=[C:11]([CH2:16][CH3:17])[CH:10]=[C:9]2[O:18][CH2:19][C:20]1[CH:25]=[CH:24][C:23]([C:26]2[CH:30]=[C:29]([CH3:31])[S:28][C:27]=2[S:32](=[O:42])(=[O:41])[NH:33][C:34]2[C:38]([CH3:39])=[C:37]([CH3:40])[O:36][N:35]=2)=[C:22]([CH2:43][O:44][CH3:45])[CH:21]=1)=[O:5])C.[OH-].[Na+]. Product: [CH3:39][C:38]1[C:34]([NH:33][S:32]([C:27]2[S:28][C:29]([CH3:31])=[CH:30][C:26]=2[C:23]2[CH:24]=[CH:25][C:20]([CH2:19][O:18][C:9]3[C:8]4[C:13](=[CH:14][CH:15]=[C:6]([C:4]([OH:5])=[O:3])[CH:7]=4)[N:12]=[C:11]([CH2:16][CH3:17])[CH:10]=3)=[CH:21][C:22]=2[CH2:43][O:44][CH3:45])(=[O:41])=[O:42])=[N:35][O:36][C:37]=1[CH3:40]. The catalyst class is: 5. (3) Reactant: [N:1]([CH2:4][CH:5]1[CH2:14][C:13]2[C:8](=[CH:9][CH:10]=[CH:11][CH:12]=2)[C:7](=[O:15])[NH:6]1)=[N+]=[N-]. Product: [NH2:1][CH2:4][CH:5]1[CH2:14][C:13]2[C:8](=[CH:9][CH:10]=[CH:11][CH:12]=2)[C:7](=[O:15])[NH:6]1. The catalyst class is: 99. (4) Reactant: [CH2:1]([N:8]([C:18]1[CH:19]=[C:20]2[C:25](=[CH:26][CH:27]=1)[CH2:24][NH:23][CH2:22][CH2:21]2)[S:9]([C:12]1[CH:16]=[CH:15][N:14]([CH3:17])[N:13]=1)(=[O:11])=[O:10])[C:2]1[CH:7]=[CH:6][CH:5]=[CH:4][CH:3]=1.[C:28](O)(=[O:30])[CH3:29].F[P-](F)(F)(F)(F)F.N1(OC(N(C)C)=[N+](C)C)C2N=CC=CC=2N=N1.C(N(C(C)C)CC)(C)C. Product: [C:28]([N:23]1[CH2:22][CH2:21][C:20]2[C:25](=[CH:26][CH:27]=[C:18]([N:8]([CH2:1][C:2]3[CH:3]=[CH:4][CH:5]=[CH:6][CH:7]=3)[S:9]([C:12]3[CH:16]=[CH:15][N:14]([CH3:17])[N:13]=3)(=[O:11])=[O:10])[CH:19]=2)[CH2:24]1)(=[O:30])[CH3:29]. The catalyst class is: 10. (5) Reactant: [CH2:1]([CH:3]([NH:6][C:7]([NH:9][CH:10]([CH2:13][CH3:14])[CH2:11][CH3:12])=[O:8])[CH2:4][CH3:5])[CH3:2].[C:15](Cl)(=[O:20])[CH2:16][C:17](Cl)=[O:18]. Product: [CH2:4]([CH:3]([N:6]1[C:17](=[O:18])[CH2:16][C:15](=[O:20])[N:9]([CH:10]([CH2:11][CH3:12])[CH2:13][CH3:14])[C:7]1=[O:8])[CH2:1][CH3:2])[CH3:5]. The catalyst class is: 22. (6) Reactant: C[O:2][C:3](=[O:38])[CH2:4][O:5][C:6]1[CH:15]=[CH:14][C:13]([F:16])=[C:12]2[C:7]=1[C:8]([O:34][CH:35]([F:37])[F:36])=[C:9]([CH2:19][C:20]1[CH:25]=[CH:24][C:23]([C:26]([N:28]3[CH2:32][CH2:31][CH2:30][CH2:29]3)=[O:27])=[CH:22][C:21]=1[Cl:33])[C:10]([CH2:17][CH3:18])=[N:11]2.O1CCCC1.[OH-].[Li+]. Product: [Cl:33][C:21]1[CH:22]=[C:23]([C:26]([N:28]2[CH2:29][CH2:30][CH2:31][CH2:32]2)=[O:27])[CH:24]=[CH:25][C:20]=1[CH2:19][C:9]1[C:10]([CH2:17][CH3:18])=[N:11][C:12]2[C:7]([C:8]=1[O:34][CH:35]([F:37])[F:36])=[C:6]([O:5][CH2:4][C:3]([OH:38])=[O:2])[CH:15]=[CH:14][C:13]=2[F:16]. The catalyst class is: 6. (7) Reactant: O.O.O.O.O.O.O.[Cl-].[Ce+3].[Cl-].[Cl-].[N+:12]([C:15]1[CH:16]=[C:17]([C:21]2[CH2:26][CH2:25][CH2:24][CH2:23][C:22]=2[CH:27]=[O:28])[CH:18]=[CH:19][CH:20]=1)([O-:14])=[O:13].[BH4-].[Na+].[Cl-].[NH4+]. Product: [N+:12]([C:15]1[CH:16]=[C:17]([C:21]2[CH2:26][CH2:25][CH2:24][CH2:23][C:22]=2[CH2:27][OH:28])[CH:18]=[CH:19][CH:20]=1)([O-:14])=[O:13]. The catalyst class is: 92.